Predict the product of the given reaction. From a dataset of Forward reaction prediction with 1.9M reactions from USPTO patents (1976-2016). Given the reactants [Cl:1][C:2]1[CH:3]=[C:4]2[C:8](=[CH:9][CH:10]=1)[NH:7][CH:6]=[C:5]2[CH2:11][CH2:12][NH:13][C:14](=[O:23])[C:15]1[CH:20]=[CH:19][CH:18]=[C:17]([CH2:21]Cl)[CH:16]=1.[S:24]1[CH:28]=[CH:27][CH:26]=[C:25]1[CH2:29][NH2:30].[I-].[Na+], predict the reaction product. The product is: [Cl:1][C:2]1[CH:3]=[C:4]2[C:8](=[CH:9][CH:10]=1)[NH:7][CH:6]=[C:5]2[CH2:11][CH2:12][NH:13][C:14](=[O:23])[C:15]1[CH:20]=[CH:19][CH:18]=[C:17]([CH2:21][NH:30][CH2:29][C:25]2[S:24][CH:28]=[CH:27][CH:26]=2)[CH:16]=1.